Dataset: Reaction yield outcomes from USPTO patents with 853,638 reactions. Task: Predict the reaction yield, written as a fraction of the theoretical maximum amount of product (1.0 means a 100% yield; for example, 0.34 means a 34% yield). The reactants are [F:1][C:2]1[CH:7]=[C:6]([F:8])[CH:5]=[CH:4][C:3]=1[CH:9]1[CH2:13][CH2:12][CH2:11][C:10]1=[O:14].[C:15](Cl)([N:17]=[C:18]=[O:19])=[O:16].C1(C)C=CC=CC=1. The yield is 0.364. The catalyst is C(OCC)(=O)C. The product is [F:1][C:2]1[CH:7]=[C:6]([F:8])[CH:5]=[CH:4][C:3]=1[CH:9]1[C:10]2[O:14][C:18](=[O:19])[NH:17][C:15](=[O:16])[C:11]=2[CH2:12][CH2:13]1.